This data is from Full USPTO retrosynthesis dataset with 1.9M reactions from patents (1976-2016). The task is: Predict the reactants needed to synthesize the given product. (1) Given the product [Cl:1][C:2]1[C:3]([O:12][C:13]2[CH:18]=[C:17]([O:19][CH2:28][C:29](=[O:31])[CH3:30])[CH:16]=[CH:15][C:14]=2/[CH:20]=[CH:21]/[C:22]([O:24][CH2:25][CH3:26])=[O:23])=[N:4][CH:5]=[C:6]([C:8]([F:9])([F:11])[F:10])[CH:7]=1, predict the reactants needed to synthesize it. The reactants are: [Cl:1][C:2]1[C:3]([O:12][C:13]2[CH:18]=[C:17]([OH:19])[CH:16]=[CH:15][C:14]=2/[CH:20]=[CH:21]/[C:22]([O:24][CH2:25][CH3:26])=[O:23])=[N:4][CH:5]=[C:6]([C:8]([F:11])([F:10])[F:9])[CH:7]=1.Br[CH2:28][C:29](=[O:31])[CH3:30].C(=O)([O-])[O-].[K+].[K+].[I-].[Na+]. (2) Given the product [CH3:17][C:16]1[C:11]2[C:10]([OH:24])=[CH:9][C:8]([C:5]3[CH:6]=[CH:7][C:2]([NH:38][CH:35]4[CH2:36][CH2:37][NH:32][CH2:33][CH2:34]4)=[CH:3][CH:4]=3)=[N:13][C:12]=2[N:14]([C:18]2[CH:23]=[CH:22][CH:21]=[CH:20][CH:19]=2)[N:15]=1, predict the reactants needed to synthesize it. The reactants are: Br[C:2]1[CH:7]=[CH:6][C:5]([C:8]2[NH:13][C:12]3[N:14]([C:18]4[CH:23]=[CH:22][CH:21]=[CH:20][CH:19]=4)[N:15]=[C:16]([CH3:17])[C:11]=3[C:10](=[O:24])[CH:9]=2)=[CH:4][CH:3]=1.C(OC([N:32]1[CH2:37][CH2:36][CH:35]([NH2:38])[CH2:34][CH2:33]1)=O)(C)(C)C.Cl. (3) Given the product [CH3:1][S:2]([C:3]1[CH:18]=[CH:17][C:6]([O:7][C:8]2[CH:13]=[CH:12][C:11]([N+:14]([O-:16])=[O:15])=[CH:10][CH:9]=2)=[CH:5][CH:4]=1)(=[O:27])=[O:30], predict the reactants needed to synthesize it. The reactants are: [CH3:1][S:2][C:3]1[CH:18]=[CH:17][C:6]([O:7][C:8]2[CH:13]=[CH:12][C:11]([N+:14]([O-:16])=[O:15])=[CH:10][CH:9]=2)=[CH:5][CH:4]=1.C1C=C(Cl)C=C(C(OO)=[O:27])C=1.[OH-:30].[Na+]. (4) Given the product [OH:7][CH2:6][C@H:5]([N:4]([CH2:3][C@H:2]([OH:1])[CH3:9])[C:16](=[O:17])[O:18][CH2:19][C:20]1[CH:25]=[CH:24][CH:23]=[CH:22][CH:21]=1)[CH3:8], predict the reactants needed to synthesize it. The reactants are: [OH:1][C@H:2]([CH3:9])[CH2:3][NH:4][C@H:5]([CH3:8])[CH2:6][OH:7].C(=O)(O)[O-].[Na+].Cl[C:16]([O:18][CH2:19][C:20]1[CH:25]=[CH:24][CH:23]=[CH:22][CH:21]=1)=[O:17].